Dataset: Catalyst prediction with 721,799 reactions and 888 catalyst types from USPTO. Task: Predict which catalyst facilitates the given reaction. (1) Reactant: [CH2:1]([C:3]1([CH2:16][CH3:17])[O:7][B:6]([OH:8])[C:5]2[CH:9]=[CH:10][C:11]([CH:13]=[N:14][OH:15])=[CH:12][C:4]1=2)[CH3:2].C1C(=O)N(Cl)C(=O)C1.[Cl:26][C:27]1[CH:32]=[C:31]([C:33]([C:35]([F:38])([F:37])[F:36])=[CH2:34])[CH:30]=[C:29]([Cl:39])[CH:28]=1.CC(=O)OCC. Product: [Cl:26][C:27]1[CH:32]=[C:31]([C:33]2([C:35]([F:38])([F:36])[F:37])[O:15][N:14]=[C:13]([C:11]3[CH:10]=[CH:9][C:5]4[B:6]([OH:8])[O:7][C:3]([CH2:1][CH3:2])([CH2:16][CH3:17])[C:4]=4[CH:12]=3)[CH2:34]2)[CH:30]=[C:29]([Cl:39])[CH:28]=1. The catalyst class is: 3. (2) Reactant: CC(OC(/N=N/C(OC(C)C)=O)=O)C.C1C=CC(P(C2C=CC=CC=2)C2C=CC=CC=2)=CC=1.[CH2:34]([O:41][C@H:42]1[C@H:47]([O:48][CH2:49][C:50]2[CH:55]=[CH:54][CH:53]=[CH:52][CH:51]=2)[C@@H:46]([CH2:56][O:57][CH2:58][C:59]2[CH:64]=[CH:63][CH:62]=[CH:61][CH:60]=2)[O:45][C@H:44]([CH2:65][P:66]([O:71][CH2:72][CH3:73])(=[O:70])[O:67][CH2:68][CH3:69])[C@@H:43]1O)[C:35]1[CH:40]=[CH:39][CH:38]=[CH:37][CH:36]=1.P([N:91]=[N+:92]=[N-:93])(=O)(OC1C=CC=CC=1)OC1C=CC=CC=1. Product: [N:91]([C@H:43]1[C@@H:42]([O:41][CH2:34][C:35]2[CH:40]=[CH:39][CH:38]=[CH:37][CH:36]=2)[C@H:47]([O:48][CH2:49][C:50]2[CH:55]=[CH:54][CH:53]=[CH:52][CH:51]=2)[C@@H:46]([CH2:56][O:57][CH2:58][C:59]2[CH:64]=[CH:63][CH:62]=[CH:61][CH:60]=2)[O:45][C@@H:44]1[CH2:65][P:66]([O:71][CH2:72][CH3:73])(=[O:70])[O:67][CH2:68][CH3:69])=[N+:92]=[N-:93]. The catalyst class is: 1. (3) Reactant: [CH3:1][O:2][C:3](=[O:27])[C:4]1[CH:9]=[CH:8][C:7]([O:10][CH2:11][C:12]2[C:13]([C:19]3[CH:24]=[CH:23][C:22]([F:25])=[C:21]([F:26])[CH:20]=3)=[N:14][O:15][C:16]=2[CH:17]=[O:18])=[N:6][CH:5]=1.[BH4-].[Na+].C(O)(=O)CC(CC(O)=O)(C(O)=O)O.C(OCC)(=O)C. Product: [CH3:1][O:2][C:3](=[O:27])[C:4]1[CH:9]=[CH:8][C:7]([O:10][CH2:11][C:12]2[C:13]([C:19]3[CH:24]=[CH:23][C:22]([F:25])=[C:21]([F:26])[CH:20]=3)=[N:14][O:15][C:16]=2[CH2:17][OH:18])=[N:6][CH:5]=1. The catalyst class is: 5. (4) Reactant: [C:1]1([C:7]2[N:11]3[CH:12]=[CH:13][CH:14]=[N:15][C:10]3=[N:9][C:8]=2[C:16]2[CH:23]=[CH:22][C:19]([CH:20]=O)=[CH:18][CH:17]=2)[CH:6]=[CH:5][CH:4]=[CH:3][CH:2]=1.C(N(CC)CC)C.Cl.Cl.[CH3:33][C:34]1[CH:35]=[CH:36][C:37]([C:40]2[NH:44][N:43]=[C:42]([CH:45]3[CH2:50][CH2:49][NH:48][CH2:47][CH2:46]3)[N:41]=2)=[N:38][CH:39]=1.C(O)(=O)C.[BH-](OC(C)=O)(OC(C)=O)OC(C)=O.[Na+]. Product: [CH3:33][C:34]1[CH:35]=[CH:36][C:37]([C:40]2[NH:41][C:42]([CH:45]3[CH2:50][CH2:49][N:48]([CH2:20][C:19]4[CH:18]=[CH:17][C:16]([C:8]5[N:9]=[C:10]6[N:15]=[CH:14][CH:13]=[CH:12][N:11]6[C:7]=5[C:1]5[CH:6]=[CH:5][CH:4]=[CH:3][CH:2]=5)=[CH:23][CH:22]=4)[CH2:47][CH2:46]3)=[N:43][N:44]=2)=[N:38][CH:39]=1. The catalyst class is: 396. (5) The catalyst class is: 61. Reactant: [Cl:1][C:2]1[N:7]=[C:6]([O:8][C:9]2[CH:14]=[CH:13][C:12]([NH2:15])=[C:11](C)[CH:10]=2)[CH:5]=[CH:4][N:3]=1.ClC1N=C(OC2C=CC([N+]([O-])=O)=CC=2)C=CN=1. Product: [Cl:1][C:2]1[N:7]=[C:6]([O:8][C:9]2[CH:14]=[CH:13][C:12]([NH2:15])=[CH:11][CH:10]=2)[CH:5]=[CH:4][N:3]=1.